Dataset: Reaction yield outcomes from USPTO patents with 853,638 reactions. Task: Predict the reaction yield, written as a fraction of the theoretical maximum amount of product (1.0 means a 100% yield; for example, 0.34 means a 34% yield). (1) The reactants are [CH3:1][O:2][C:3]1[CH:4]=[CH:5][CH:6]=[C:7]2[C:12]=1[C:11](=O)[NH:10][C:9]([C:14]([NH2:16])=O)=[CH:8]2.O=P(Cl)(Cl)[Cl:19]. No catalyst specified. The product is [Cl:19][C:11]1[C:12]2[C:7](=[CH:6][CH:5]=[CH:4][C:3]=2[O:2][CH3:1])[CH:8]=[C:9]([C:14]#[N:16])[N:10]=1. The yield is 0.820. (2) The reactants are [NH:1]1[CH2:5][CH2:4][CH2:3][C@@H:2]1[CH2:6][OH:7].[CH3:8][O:9][C:10](=[O:21])/[CH:11]=[CH:12]/[C:13]1[CH:18]=[CH:17][C:16]([CH:19]=O)=[CH:15][CH:14]=1.C(O[BH-](OC(=O)C)OC(=O)C)(=O)C.[Na+].[Cl-].[NH4+]. The catalyst is O1CCCC1. The product is [CH3:8][O:9][C:10](=[O:21])/[CH:11]=[CH:12]/[C:13]1[CH:14]=[CH:15][C:16]([CH2:19][N:1]2[CH2:5][CH2:4][CH2:3][C@@H:2]2[CH2:6][OH:7])=[CH:17][CH:18]=1. The yield is 0.650. (3) The reactants are Br[C:2]1[C:3]2[C:4]3[CH:17]=[CH:16][S:15][C:5]=3[C:6](=[O:14])[NH:7][C:8]=2[CH:9]=[CH:10][C:11]=1[O:12][CH3:13].CC1(C)C(C)(C)OB([C:26]2[CH:34]=[C:33]3[C:29]([CH:30]=[N:31][NH:32]3)=[CH:28][CH:27]=2)O1. No catalyst specified. The product is [NH:32]1[C:33]2[C:29](=[CH:28][CH:27]=[C:26]([C:2]3[C:3]4[C:4]5[CH:17]=[CH:16][S:15][C:5]=5[C:6](=[O:14])[NH:7][C:8]=4[CH:9]=[CH:10][C:11]=3[O:12][CH3:13])[CH:34]=2)[CH:30]=[N:31]1. The yield is 0.310. (4) The reactants are [C:1]([O:5][C:6]([NH:8][C@H:9]1[CH2:14][CH2:13][C@H:12]([N:15]([CH2:34][CH3:35])[C:16]2[C:17]([CH3:33])=[C:18]([CH:23]=[C:24]([C:26]3[CH:27]=[N:28][C:29]([OH:32])=[CH:30][CH:31]=3)[CH:25]=2)[C:19]([O:21][CH3:22])=[O:20])[CH2:11][CH2:10]1)=[O:7])([CH3:4])([CH3:3])[CH3:2].Br[CH2:37][CH2:38][O:39][Si:40]([C:43]([CH3:46])([CH3:45])[CH3:44])([CH3:42])[CH3:41].CC(C)([O-])C.[K+].O. The catalyst is CN(C=O)C. The product is [C:1]([O:5][C:6]([NH:8][C@H:9]1[CH2:10][CH2:11][C@H:12]([N:15]([CH2:34][CH3:35])[C:16]2[C:17]([CH3:33])=[C:18]([CH:23]=[C:24]([C:26]3[CH:27]=[N:28][C:29]([O:32][CH2:37][CH2:38][O:39][Si:40]([C:43]([CH3:46])([CH3:45])[CH3:44])([CH3:42])[CH3:41])=[CH:30][CH:31]=3)[CH:25]=2)[C:19]([O:21][CH3:22])=[O:20])[CH2:13][CH2:14]1)=[O:7])([CH3:3])([CH3:2])[CH3:4]. The yield is 0.636. (5) The reactants are [C:1]([O:4][CH:5]1[CH2:13][C:12]2[C:7](=[CH:8][CH:9]=[C:10](C[C@H](NC(OC(C)(C)C)=O)C(O)=O)[CH:11]=2)[CH2:6]1)(=[O:3])[CH3:2].C1C2C(=CC=CC=2)CC1O. The catalyst is C(Cl)(=O)C. The product is [C:1]([O:4][CH:5]1[CH2:13][C:12]2[C:7](=[CH:8][CH:9]=[CH:10][CH:11]=2)[CH2:6]1)(=[O:3])[CH3:2]. The yield is 0.990. (6) The reactants are [OH-].[Na+].[S:3](Cl)([C:6]1[CH:12]=[CH:11][C:9]([CH3:10])=[CH:8][CH:7]=1)(=[O:5])=[O:4].[Br:14][C:15]1[CH:23]=[C:22]2[C:18]([C:19]3[CH2:27][CH2:26][N:25]([C:28]([O:30][C:31]([CH3:34])([CH3:33])[CH3:32])=[O:29])[CH2:24][C:20]=3[NH:21]2)=[CH:17][CH:16]=1.CCOC(C)=O. The catalyst is O.C1(C)C=CC=CC=1. The yield is 0.900. The product is [Br:14][C:15]1[CH:23]=[C:22]2[C:18]([C:19]3[CH2:27][CH2:26][N:25]([C:28]([O:30][C:31]([CH3:34])([CH3:33])[CH3:32])=[O:29])[CH2:24][C:20]=3[N:21]2[S:3]([C:6]2[CH:12]=[CH:11][C:9]([CH3:10])=[CH:8][CH:7]=2)(=[O:5])=[O:4])=[CH:17][CH:16]=1.